This data is from Forward reaction prediction with 1.9M reactions from USPTO patents (1976-2016). The task is: Predict the product of the given reaction. (1) Given the reactants [CH3:1][Si:2]1([CH3:12])[CH2:11]OC2C(=CSC=2)O[CH2:3]1.[CH3:13][O:14][C:15]([C:17]1[S:18][C:19]([C:24]([O:26][CH3:27])=[O:25])=[C:20]([OH:23])[C:21]=1[OH:22])=[O:16].S1C=CC=C1.OC([SiH](C)C)O.C1C=CC(P(C2C=CC=CC=2)C2C=CC=CC=2)=CC=1.CCOC(/N=N/C(OCC)=O)=O, predict the reaction product. The product is: [CH3:27][O:26][C:24]([C:19]1[S:18][C:17]([C:15]([O:14][CH3:13])=[O:16])=[C:21]2[C:20]=1[O:23][CH2:3][Si:2]([CH3:12])([CH3:11])[CH2:1][O:22]2)=[O:25]. (2) Given the reactants [N:1]1[CH:6]=[CH:5][N:4]=[CH:3][C:2]=1[C:7]([OH:9])=O.CCN=C=NCCCN(C)C.[NH2:21][C:22]1[CH:27]=[CH:26][CH:25]=[CH:24][C:23]=1[NH:28][C:29](=[O:35])[O:30][C:31]([CH3:34])([CH3:33])[CH3:32], predict the reaction product. The product is: [N:1]1[CH:6]=[CH:5][N:4]=[CH:3][C:2]=1[C:7]([NH:21][C:22]1[CH:27]=[CH:26][CH:25]=[CH:24][C:23]=1[NH:28][C:29](=[O:35])[O:30][C:31]([CH3:33])([CH3:32])[CH3:34])=[O:9]. (3) Given the reactants Br[C:2]1[CH:7]=[C:6]([C:8]([CH3:11])([CH3:10])[CH3:9])[C:5]([OH:12])=[C:4]([C:13]([CH3:16])([CH3:15])[CH3:14])[CH:3]=1.[Li]C(C)(C)C.CCCCCC.[B:28](OC(C)C)([O:33]C(C)C)[O:29]C(C)C, predict the reaction product. The product is: [C:13]([C:4]1[CH:3]=[C:2]([B:28]([OH:33])[OH:29])[CH:7]=[C:6]([C:8]([CH3:11])([CH3:10])[CH3:9])[C:5]=1[OH:12])([CH3:16])([CH3:15])[CH3:14].